Dataset: Full USPTO retrosynthesis dataset with 1.9M reactions from patents (1976-2016). Task: Predict the reactants needed to synthesize the given product. (1) Given the product [CH3:32][O:31][C:26]1[CH:27]=[CH:28][CH:29]=[CH:30][C:25]=1[C:23]1[N:22]=[CH:21][N:20]=[C:19]([NH:18][C:17]([C@@H:13]2[CH2:14][CH2:15][CH2:16][NH:11][CH2:12]2)=[O:33])[CH:24]=1, predict the reactants needed to synthesize it. The reactants are: C(OC([N:11]1[CH2:16][CH2:15][CH2:14][C@@H:13]([C:17](=[O:33])[NH:18][C:19]2[CH:24]=[C:23]([C:25]3[CH:30]=[CH:29][CH:28]=[CH:27][C:26]=3[O:31][CH3:32])[N:22]=[CH:21][N:20]=2)[CH2:12]1)=O)C1C=CC=CC=1. (2) Given the product [C:1]([O:5][C:6]([NH:8][C@@H:9]([CH2:19][CH2:20][CH3:21])[C:10]([O:15][CH3:16])([O:17][CH3:18])[C:11]([OH:13])=[O:12])=[O:7])([CH3:4])([CH3:3])[CH3:2], predict the reactants needed to synthesize it. The reactants are: [C:1]([O:5][C:6]([NH:8][C@@H:9]([CH2:19][CH2:20][CH3:21])[C:10]([O:17][CH3:18])([O:15][CH3:16])[C:11]([O:13]C)=[O:12])=[O:7])([CH3:4])([CH3:3])[CH3:2].[OH-].[K+]. (3) Given the product [CH3:1][O:2][CH2:3][N:4]1[C:8]2[CH:9]=[CH:10][C:11]([CH:13]([C:15]3[NH:19][N:18]=[CH:17][CH:16]=3)[CH3:14])=[CH:12][C:7]=2[S:6][C:5]1=[O:20], predict the reactants needed to synthesize it. The reactants are: [CH3:1][O:2][CH2:3][N:4]1[C:8]2[CH:9]=[CH:10][C:11]([C:13]([C:15]3[NH:19][N:18]=[CH:17][CH:16]=3)=[CH2:14])=[CH:12][C:7]=2[S:6][C:5]1=[O:20]. (4) Given the product [Br:11][CH2:8][CH2:10][CH2:1][O:24][C:16]1[CH:17]=[CH:18][C:19]([N+:21]([O-:23])=[O:22])=[CH:20][C:15]=1[O:14][CH3:13], predict the reactants needed to synthesize it. The reactants are: [C:1]([O-])([O-])=O.[K+].[K+].Br[C:8]([Br:11])([CH3:10])C.[K].[CH3:13][O:14][C:15]1[CH:20]=[C:19]([N+:21]([O-:23])=[O:22])[CH:18]=[CH:17][C:16]=1[OH:24]. (5) Given the product [CH2:3]([N:10]1[CH2:15][CH2:14][CH:13]([N:16]2[CH2:21][CH2:20][CH2:19][CH:18]([C:22]([N:25]3[CH2:30][CH2:29][CH2:28][CH2:27][CH2:26]3)=[O:24])[CH2:17]2)[CH2:12][CH2:11]1)[C:4]1[CH:5]=[CH:6][CH:7]=[CH:8][CH:9]=1, predict the reactants needed to synthesize it. The reactants are: Cl.Cl.[CH2:3]([N:10]1[CH2:15][CH2:14][CH:13]([N:16]2[CH2:21][CH2:20][CH2:19][CH:18]([C:22]([OH:24])=O)[CH2:17]2)[CH2:12][CH2:11]1)[C:4]1[CH:9]=[CH:8][CH:7]=[CH:6][CH:5]=1.[NH:25]1[CH2:30][CH2:29][CH2:28][CH2:27][CH2:26]1.